This data is from NCI-60 drug combinations with 297,098 pairs across 59 cell lines. The task is: Regression. Given two drug SMILES strings and cell line genomic features, predict the synergy score measuring deviation from expected non-interaction effect. (1) Drug 1: C1=CC(=CC=C1CCCC(=O)O)N(CCCl)CCCl. Drug 2: CS(=O)(=O)OCCCCOS(=O)(=O)C. Cell line: HCT-15. Synergy scores: CSS=23.4, Synergy_ZIP=2.43, Synergy_Bliss=4.01, Synergy_Loewe=-15.0, Synergy_HSA=0.888. (2) Drug 1: C1=NC(=NC(=O)N1C2C(C(C(O2)CO)O)O)N. Drug 2: C(=O)(N)NO. Cell line: MOLT-4. Synergy scores: CSS=22.0, Synergy_ZIP=-3.02, Synergy_Bliss=0.336, Synergy_Loewe=1.95, Synergy_HSA=2.32. (3) Drug 1: CS(=O)(=O)C1=CC(=C(C=C1)C(=O)NC2=CC(=C(C=C2)Cl)C3=CC=CC=N3)Cl. Drug 2: C1C(C(OC1N2C=C(C(=O)NC2=O)F)CO)O. Cell line: UACC-257. Synergy scores: CSS=6.02, Synergy_ZIP=-5.80, Synergy_Bliss=-1.99, Synergy_Loewe=-12.3, Synergy_HSA=-3.34. (4) Drug 2: CC1CCC2CC(C(=CC=CC=CC(CC(C(=O)C(C(C(=CC(C(=O)CC(OC(=O)C3CCCCN3C(=O)C(=O)C1(O2)O)C(C)CC4CCC(C(C4)OC)OCCO)C)C)O)OC)C)C)C)OC. Cell line: HS 578T. Synergy scores: CSS=16.9, Synergy_ZIP=9.87, Synergy_Bliss=11.4, Synergy_Loewe=2.65, Synergy_HSA=10.3. Drug 1: CCC1(CC2CC(C3=C(CCN(C2)C1)C4=CC=CC=C4N3)(C5=C(C=C6C(=C5)C78CCN9C7C(C=CC9)(C(C(C8N6C=O)(C(=O)OC)O)OC(=O)C)CC)OC)C(=O)OC)O.OS(=O)(=O)O. (5) Drug 1: C1=C(C(=O)NC(=O)N1)N(CCCl)CCCl. Drug 2: CC(C1=C(C=CC(=C1Cl)F)Cl)OC2=C(N=CC(=C2)C3=CN(N=C3)C4CCNCC4)N. Cell line: UACC-257. Synergy scores: CSS=-5.57, Synergy_ZIP=-3.53, Synergy_Bliss=-8.02, Synergy_Loewe=-9.66, Synergy_HSA=-9.09. (6) Synergy scores: CSS=9.17, Synergy_ZIP=-3.42, Synergy_Bliss=0.921, Synergy_Loewe=0.143, Synergy_HSA=2.13. Drug 1: CNC(=O)C1=CC=CC=C1SC2=CC3=C(C=C2)C(=NN3)C=CC4=CC=CC=N4. Cell line: SF-295. Drug 2: C1CCC(C1)C(CC#N)N2C=C(C=N2)C3=C4C=CNC4=NC=N3. (7) Drug 1: CN(C)N=NC1=C(NC=N1)C(=O)N. Drug 2: C1=NC2=C(N=C(N=C2N1C3C(C(C(O3)CO)O)F)Cl)N. Cell line: NCI-H226. Synergy scores: CSS=13.9, Synergy_ZIP=-3.46, Synergy_Bliss=-1.90, Synergy_Loewe=-12.5, Synergy_HSA=-4.14. (8) Drug 1: C1=CC(=C2C(=C1NCCNCCO)C(=O)C3=C(C=CC(=C3C2=O)O)O)NCCNCCO. Drug 2: C1=NNC2=C1C(=O)NC=N2. Cell line: NCI-H226. Synergy scores: CSS=35.2, Synergy_ZIP=1.54, Synergy_Bliss=0.769, Synergy_Loewe=-43.3, Synergy_HSA=-0.0163. (9) Synergy scores: CSS=7.87, Synergy_ZIP=-5.59, Synergy_Bliss=0.00250, Synergy_Loewe=-29.8, Synergy_HSA=-2.90. Drug 1: C1C(C(OC1N2C=C(C(=O)NC2=O)F)CO)O. Drug 2: C(CCl)NC(=O)N(CCCl)N=O. Cell line: UO-31. (10) Drug 1: C1=CC(=CC=C1CCCC(=O)O)N(CCCl)CCCl. Drug 2: CC(C)(C#N)C1=CC(=CC(=C1)CN2C=NC=N2)C(C)(C)C#N. Cell line: TK-10. Synergy scores: CSS=3.47, Synergy_ZIP=-5.12, Synergy_Bliss=-7.63, Synergy_Loewe=-6.36, Synergy_HSA=-6.59.